This data is from NCI-60 drug combinations with 297,098 pairs across 59 cell lines. The task is: Regression. Given two drug SMILES strings and cell line genomic features, predict the synergy score measuring deviation from expected non-interaction effect. (1) Cell line: BT-549. Synergy scores: CSS=47.8, Synergy_ZIP=3.75, Synergy_Bliss=5.94, Synergy_Loewe=-56.5, Synergy_HSA=5.28. Drug 2: CC1=CC=C(C=C1)C2=CC(=NN2C3=CC=C(C=C3)S(=O)(=O)N)C(F)(F)F. Drug 1: CC1C(C(=O)NC(C(=O)N2CCCC2C(=O)N(CC(=O)N(C(C(=O)O1)C(C)C)C)C)C(C)C)NC(=O)C3=C4C(=C(C=C3)C)OC5=C(C(=O)C(=C(C5=N4)C(=O)NC6C(OC(=O)C(N(C(=O)CN(C(=O)C7CCCN7C(=O)C(NC6=O)C(C)C)C)C)C(C)C)C)N)C. (2) Drug 1: CC1=CC2C(CCC3(C2CCC3(C(=O)C)OC(=O)C)C)C4(C1=CC(=O)CC4)C. Drug 2: CCN(CC)CCCC(C)NC1=C2C=C(C=CC2=NC3=C1C=CC(=C3)Cl)OC. Cell line: ACHN. Synergy scores: CSS=11.3, Synergy_ZIP=2.82, Synergy_Bliss=5.10, Synergy_Loewe=-27.3, Synergy_HSA=4.86. (3) Drug 1: CCN(CC)CCNC(=O)C1=C(NC(=C1C)C=C2C3=C(C=CC(=C3)F)NC2=O)C. Drug 2: C1CN(P(=O)(OC1)NCCCl)CCCl. Cell line: BT-549. Synergy scores: CSS=-4.48, Synergy_ZIP=0.146, Synergy_Bliss=-6.31, Synergy_Loewe=-5.66, Synergy_HSA=-9.41. (4) Drug 1: C1CN1P(=S)(N2CC2)N3CC3. Drug 2: C1CN(CCN1C(=O)CCBr)C(=O)CCBr. Cell line: UO-31. Synergy scores: CSS=18.4, Synergy_ZIP=-4.88, Synergy_Bliss=-0.210, Synergy_Loewe=0.975, Synergy_HSA=1.78.